From a dataset of NCI-60 drug combinations with 297,098 pairs across 59 cell lines. Regression. Given two drug SMILES strings and cell line genomic features, predict the synergy score measuring deviation from expected non-interaction effect. (1) Drug 1: C1=NC2=C(N=C(N=C2N1C3C(C(C(O3)CO)O)O)F)N. Drug 2: CC1=C(C(=O)C2=C(C1=O)N3CC4C(C3(C2COC(=O)N)OC)N4)N. Cell line: UO-31. Synergy scores: CSS=13.9, Synergy_ZIP=-4.80, Synergy_Bliss=-3.10, Synergy_Loewe=-26.6, Synergy_HSA=-6.91. (2) Drug 1: CC1CCC2CC(C(=CC=CC=CC(CC(C(=O)C(C(C(=CC(C(=O)CC(OC(=O)C3CCCCN3C(=O)C(=O)C1(O2)O)C(C)CC4CCC(C(C4)OC)O)C)C)O)OC)C)C)C)OC. Drug 2: C1CCC(C(C1)N)N.C(=O)(C(=O)[O-])[O-].[Pt+4]. Cell line: 786-0. Synergy scores: CSS=31.2, Synergy_ZIP=-4.66, Synergy_Bliss=1.52, Synergy_Loewe=-2.62, Synergy_HSA=3.54. (3) Drug 1: CC1=C(C=C(C=C1)NC2=NC=CC(=N2)N(C)C3=CC4=NN(C(=C4C=C3)C)C)S(=O)(=O)N.Cl. Drug 2: CCCCCOC(=O)NC1=NC(=O)N(C=C1F)C2C(C(C(O2)C)O)O. Cell line: U251. Synergy scores: CSS=7.17, Synergy_ZIP=-3.97, Synergy_Bliss=-1.21, Synergy_Loewe=-3.84, Synergy_HSA=0.687. (4) Drug 1: C1C(C(OC1N2C=C(C(=O)NC2=O)F)CO)O. Drug 2: C(CC(=O)O)C(=O)CN.Cl. Cell line: NCI-H522. Synergy scores: CSS=4.87, Synergy_ZIP=-3.31, Synergy_Bliss=0.0684, Synergy_Loewe=-0.623, Synergy_HSA=1.24. (5) Cell line: M14. Drug 1: C1=CN(C=N1)CC(O)(P(=O)(O)O)P(=O)(O)O. Synergy scores: CSS=2.46, Synergy_ZIP=-1.94, Synergy_Bliss=-4.77, Synergy_Loewe=-12.4, Synergy_HSA=-9.37. Drug 2: CCN(CC)CCCC(C)NC1=C2C=C(C=CC2=NC3=C1C=CC(=C3)Cl)OC. (6) Drug 1: C1=CC(=C2C(=C1NCCNCCO)C(=O)C3=C(C=CC(=C3C2=O)O)O)NCCNCCO. Drug 2: C(=O)(N)NO. Cell line: MDA-MB-231. Synergy scores: CSS=39.3, Synergy_ZIP=5.17, Synergy_Bliss=6.91, Synergy_Loewe=-9.17, Synergy_HSA=8.78. (7) Drug 1: CC1=C(C=C(C=C1)C(=O)NC2=CC(=CC(=C2)C(F)(F)F)N3C=C(N=C3)C)NC4=NC=CC(=N4)C5=CN=CC=C5. Drug 2: C1CN(P(=O)(OC1)NCCCl)CCCl. Cell line: M14. Synergy scores: CSS=-7.90, Synergy_ZIP=7.25, Synergy_Bliss=9.57, Synergy_Loewe=-7.08, Synergy_HSA=-4.10. (8) Drug 1: C1=NC2=C(N1)C(=S)N=C(N2)N. Drug 2: CCC1=C2CN3C(=CC4=C(C3=O)COC(=O)C4(CC)O)C2=NC5=C1C=C(C=C5)O. Cell line: SF-268. Synergy scores: CSS=44.6, Synergy_ZIP=-4.43, Synergy_Bliss=0.0447, Synergy_Loewe=-20.2, Synergy_HSA=2.03. (9) Drug 1: CC1=CC2C(CCC3(C2CCC3(C(=O)C)OC(=O)C)C)C4(C1=CC(=O)CC4)C. Drug 2: C1C(C(OC1N2C=NC3=C(N=C(N=C32)Cl)N)CO)O. Cell line: SF-539. Synergy scores: CSS=2.90, Synergy_ZIP=-0.141, Synergy_Bliss=2.07, Synergy_Loewe=1.12, Synergy_HSA=1.96. (10) Drug 2: CNC(=O)C1=NC=CC(=C1)OC2=CC=C(C=C2)NC(=O)NC3=CC(=C(C=C3)Cl)C(F)(F)F. Synergy scores: CSS=-5.75, Synergy_ZIP=3.48, Synergy_Bliss=-2.15, Synergy_Loewe=-9.98, Synergy_HSA=-10.8. Cell line: SN12C. Drug 1: C(=O)(N)NO.